From a dataset of Full USPTO retrosynthesis dataset with 1.9M reactions from patents (1976-2016). Predict the reactants needed to synthesize the given product. (1) Given the product [NH2:1][C:2]1[N:7]([C:8]2[C:13]([F:14])=[CH:12][C:11]([O:15][CH2:29][CH2:30][N:31]3[CH2:36][CH2:35][O:34][CH2:33][CH2:32]3)=[CH:10][C:9]=2[F:16])[C:6](=[O:17])[CH:5]=[CH:4][C:3]=1[C:18](=[O:26])[C:19]1[CH:20]=[CH:21][C:22]([F:25])=[CH:23][CH:24]=1, predict the reactants needed to synthesize it. The reactants are: [NH2:1][C:2]1[N:7]([C:8]2[C:13]([F:14])=[CH:12][C:11]([OH:15])=[CH:10][C:9]=2[F:16])[C:6](=[O:17])[CH:5]=[CH:4][C:3]=1[C:18](=[O:26])[C:19]1[CH:24]=[CH:23][C:22]([F:25])=[CH:21][CH:20]=1.Cl.Cl[CH2:29][CH2:30][N:31]1[CH2:36][CH2:35][O:34][CH2:33][CH2:32]1.C(=O)([O-])[O-].[K+].[K+].C(OCC)(=O)C. (2) The reactants are: [NH:1]([C:3]1[N:8]=[CH:7][N:6]=[C:5]2[N:9]([C:12]3[CH:17]=[CH:16][CH:15]=[CH:14][CH:13]=3)[N:10]=[CH:11][C:4]=12)[NH2:2].O[CH2:19][C:20]1[O:24][C:23]([CH:25]=[O:26])=[CH:22][CH:21]=1. Given the product [C:12]1([N:9]2[C:5]3=[N:6][CH:7]=[N:8][C:3]([NH:1][N:2]=[CH:19][C:20]4[O:24][C:23]([CH2:25][OH:26])=[CH:22][CH:21]=4)=[C:4]3[CH:11]=[N:10]2)[CH:17]=[CH:16][CH:15]=[CH:14][CH:13]=1, predict the reactants needed to synthesize it. (3) Given the product [F:1][C:2]1[CH:10]=[CH:9][C:5]([C:6]([N:23]2[CH2:22][CH2:21][N:20]([C:18]([O:17][C:13]([CH3:16])([CH3:15])[CH3:14])=[O:19])[CH2:25][CH2:24]2)=[O:8])=[CH:4][C:3]=1[OH:11], predict the reactants needed to synthesize it. The reactants are: [F:1][C:2]1[CH:10]=[CH:9][C:5]([C:6]([OH:8])=O)=[CH:4][C:3]=1[OH:11].Cl.[C:13]([O:17][C:18]([N:20]1[CH2:25][CH2:24][NH:23][CH2:22][CH2:21]1)=[O:19])([CH3:16])([CH3:15])[CH3:14].C1C=CC2N(O)N=NC=2C=1.CCN=C=NCCCN(C)C. (4) Given the product [C:7]([O:11][C:12]([N:14]1[CH2:19][CH2:18][CH:17]([N:20]2[C:24]3=[N:25][CH:26]=[N:27][C:28]([O:39][C:32]4[CH:33]=[C:34]([F:38])[C:35]([F:37])=[CH:36][C:31]=4[F:30])=[C:23]3[CH:22]=[N:21]2)[CH2:16][CH2:15]1)=[O:13])([CH3:10])([CH3:9])[CH3:8], predict the reactants needed to synthesize it. The reactants are: C(=O)([O-])[O-].[K+].[K+].[C:7]([O:11][C:12]([N:14]1[CH2:19][CH2:18][CH:17]([N:20]2[C:24]3=[N:25][CH:26]=[N:27][C:28](Cl)=[C:23]3[CH:22]=[N:21]2)[CH2:16][CH2:15]1)=[O:13])([CH3:10])([CH3:9])[CH3:8].[F:30][C:31]1[CH:36]=[C:35]([F:37])[C:34]([F:38])=[CH:33][C:32]=1[OH:39].O.